This data is from Full USPTO retrosynthesis dataset with 1.9M reactions from patents (1976-2016). The task is: Predict the reactants needed to synthesize the given product. (1) The reactants are: F[C:2]1[C:10]([CH3:11])=[CH:9][C:5]([C:6]([OH:8])=[O:7])=[CH:4][N:3]=1.[F:12][C:13]([F:19])([CH:16]([F:18])[F:17])[CH2:14][OH:15]. Given the product [CH3:11][C:10]1[C:2]([O:15][CH2:14][C:13]([F:19])([F:12])[CH:16]([F:18])[F:17])=[N:3][CH:4]=[C:5]([CH:9]=1)[C:6]([OH:8])=[O:7], predict the reactants needed to synthesize it. (2) Given the product [OH:25][C@H:24]([CH2:28][OH:27])[C@H:9]([C@H:10]1[C@H:15]2[N:16]=[C:17]([CH3:19])[O:18][C@@H:14]2[CH:13]=[C:12]([C:20]([O:22][CH3:23])=[O:21])[O:11]1)[O:8][CH3:1], predict the reactants needed to synthesize it. The reactants are: [CH3:1]O.CO.C[O-].[Na+].[OH:8][C@H:9]([C@H:24]1[CH2:28][O:27]C(=O)[O:25]1)[C@H:10]1[C@H:15]2[N:16]=[C:17]([CH3:19])[O:18][C@@H:14]2[CH:13]=[C:12]([C:20]([O:22][CH3:23])=[O:21])[O:11]1. (3) The reactants are: [Cl:1][C:2]1[CH:7]=[C:6](I)[C:5]([O:9][CH3:10])=[CH:4][C:3]=1[C:11]1[CH:16]=[CH:15][CH:14]=[C:13]([F:17])[CH:12]=1.[B:18](OC(C)C)([O:23]C(C)C)[O:19]C(C)C.C([Li])CCC.[OH-].[Na+]. Given the product [Cl:1][C:2]1[CH:7]=[C:6]([B:18]([OH:23])[OH:19])[C:5]([O:9][CH3:10])=[CH:4][C:3]=1[C:11]1[CH:16]=[CH:15][CH:14]=[C:13]([F:17])[CH:12]=1, predict the reactants needed to synthesize it. (4) Given the product [C:11]1([S:17]([CH:20]([NH:43][CH2:44][C:45]2[CH:46]=[CH:47][C:48]([C:51]3[CH:56]=[CH:55][CH:54]=[C:53]([O:57][CH2:58][CH3:59])[CH:52]=3)=[CH:49][CH:50]=2)[C:21]2[N:26]=[C:25]([CH2:2][C:3]([OH:5])=[O:4])[CH:24]=[CH:23][CH:22]=2)(=[O:19])=[O:18])[CH:12]=[CH:13][CH:14]=[CH:15][CH:16]=1, predict the reactants needed to synthesize it. The reactants are: F[C:2](F)(F)[C:3]([OH:5])=[O:4].C(Cl)Cl.[C:11]1([S:17]([CH:20]([NH:43][CH2:44][C:45]2[CH:50]=[CH:49][C:48]([C:51]3[CH:56]=[CH:55][CH:54]=[C:53]([O:57][CH2:58][CH3:59])[CH:52]=3)=[CH:47][CH:46]=2)[C:21]2[N:26]=[C:25](N(CC(OC(C)(C)C)=O)C(OC(C)(C)C)=O)[CH:24]=[CH:23][CH:22]=2)(=[O:19])=[O:18])[CH:16]=[CH:15][CH:14]=[CH:13][CH:12]=1. (5) The reactants are: Cl.[Cl:2][C:3]1[C:4]([C:9]2[CH:10]=[C:11]3[C:15](=[C:16]([O:18][CH2:19][CH2:20][C:21]4[CH:26]=[CH:25][CH:24]=[CH:23][N:22]=4)[CH:17]=2)[N:14](COC)[N:13]=[C:12]3[NH:30][C:31]2[CH:36]=[N:35][CH:34]=[CH:33][N:32]=2)=[N:5][CH:6]=[CH:7][CH:8]=1. Given the product [Cl:2][C:3]1[C:4]([C:9]2[CH:10]=[C:11]3[C:15](=[C:16]([O:18][CH2:19][CH2:20][C:21]4[CH:26]=[CH:25][CH:24]=[CH:23][N:22]=4)[CH:17]=2)[NH:14][N:13]=[C:12]3[NH:30][C:31]2[CH:36]=[N:35][CH:34]=[CH:33][N:32]=2)=[N:5][CH:6]=[CH:7][CH:8]=1, predict the reactants needed to synthesize it. (6) Given the product [CH3:1][O:2][C:3]1[CH:4]=[C:5]2[C:10](=[CH:11][C:12]=1[O:13][CH3:14])[N:9]=[CH:8][N:7]=[C:6]2[O:15][C:16]1[CH:17]=[CH:18][C:19]([NH:22][CH2:23][CH2:24][O:25][C:26]2[CH:31]=[CH:30][CH:29]=[CH:28][C:27]=2[CH3:32])=[CH:20][CH:21]=1, predict the reactants needed to synthesize it. The reactants are: [CH3:1][O:2][C:3]1[CH:4]=[C:5]2[C:10](=[CH:11][C:12]=1[O:13][CH3:14])[N:9]=[CH:8][N:7]=[C:6]2[O:15][C:16]1[CH:21]=[CH:20][C:19]([NH:22][C:23](=O)[CH2:24][O:25][C:26]2[CH:31]=[CH:30][CH:29]=[CH:28][C:27]=2[CH3:32])=[CH:18][CH:17]=1.Cl.[OH-].[Na+].